Dataset: Reaction yield outcomes from USPTO patents with 853,638 reactions. Task: Predict the reaction yield, written as a fraction of the theoretical maximum amount of product (1.0 means a 100% yield; for example, 0.34 means a 34% yield). The product is [Cl:22][C:17]1[CH:16]=[C:15]([CH:20]=[CH:19][C:18]=1[Cl:21])[O:14][CH2:13][CH2:12][C@@H:11]([N:23]1[CH:27]=[C:26]([C:28]([NH2:30])=[O:29])[N:25]=[CH:24]1)[C@@H:9]([OH:8])[CH3:10]. The yield is 0.850. The reactants are C([O:8][C@H:9]([C@H:11]([N:23]1[CH:27]=[C:26]([C:28]([NH2:30])=[O:29])[N:25]=[CH:24]1)[CH2:12][CH2:13][O:14][C:15]1[CH:20]=[CH:19][C:18]([Cl:21])=[C:17]([Cl:22])[CH:16]=1)[CH3:10])C1C=CC=CC=1.C[Si](I)(C)C. The catalyst is C(Cl)(Cl)Cl.